This data is from Reaction yield outcomes from USPTO patents with 853,638 reactions. The task is: Predict the reaction yield, written as a fraction of the theoretical maximum amount of product (1.0 means a 100% yield; for example, 0.34 means a 34% yield). The reactants are [NH2:1][C:2]1[CH:10]=[C:9]([O:11][CH3:12])[CH:8]=[C:7]([O:13][CH3:14])[C:3]=1[C:4]([NH2:6])=[O:5].[O:15]([CH2:23][CH2:24][O:25][C:26]1[C:33]([CH3:34])=[CH:32][C:29]([CH:30]=O)=[CH:28][C:27]=1[CH3:35])[Si](C(C)(C)C)(C)C.II.C(=O)([O-])[O-].[K+].[K+]. The catalyst is CN(C)C=O. The product is [OH:15][CH2:23][CH2:24][O:25][C:26]1[C:33]([CH3:34])=[CH:32][C:29]([C:30]2[NH:6][C:4](=[O:5])[C:3]3[C:2](=[CH:10][C:9]([O:11][CH3:12])=[CH:8][C:7]=3[O:13][CH3:14])[N:1]=2)=[CH:28][C:27]=1[CH3:35]. The yield is 0.390.